Dataset: Peptide-MHC class II binding affinity with 134,281 pairs from IEDB. Task: Regression. Given a peptide amino acid sequence and an MHC pseudo amino acid sequence, predict their binding affinity value. This is MHC class II binding data. (1) The peptide sequence is LDEVYNAAYNAADHA. The MHC is HLA-DPA10103-DPB10201 with pseudo-sequence HLA-DPA10103-DPB10201. The binding affinity (normalized) is 0.186. (2) The peptide sequence is LAQEAGNFERISGDL. The MHC is DRB1_0101 with pseudo-sequence DRB1_0101. The binding affinity (normalized) is 0.334. (3) The peptide sequence is GELQIVCKIDAAFKI. The MHC is DRB1_0802 with pseudo-sequence DRB1_0802. The binding affinity (normalized) is 0.522. (4) The peptide sequence is SYVRPFVATTRTLGS. The MHC is DRB1_0101 with pseudo-sequence DRB1_0101. The binding affinity (normalized) is 0.935. (5) The peptide sequence is YREEIYRKGLGNFVQ. The MHC is DRB1_0401 with pseudo-sequence DRB1_0401. The binding affinity (normalized) is 0.521. (6) The peptide sequence is HMQDKTMVKKWRDVP. The MHC is DRB1_0701 with pseudo-sequence DRB1_0701. The binding affinity (normalized) is 0.240. (7) The peptide sequence is ELSAQYAEAASEVEE. The MHC is HLA-DQA10301-DQB10302 with pseudo-sequence HLA-DQA10301-DQB10302. The binding affinity (normalized) is 0.533.